Dataset: Full USPTO retrosynthesis dataset with 1.9M reactions from patents (1976-2016). Task: Predict the reactants needed to synthesize the given product. (1) The reactants are: [Br:1][C:2]1[C:7]([CH:8]=[O:9])=[C:6]([OH:10])[C:5]([O:11]C)=[CH:4][CH:3]=1.B(Br)(Br)Br.O. Given the product [Br:1][C:2]1[C:7]([CH:8]=[O:9])=[C:6]([OH:10])[C:5]([OH:11])=[CH:4][CH:3]=1, predict the reactants needed to synthesize it. (2) Given the product [OH:29][C@H:9]1[C@@H:8]([CH2:7][C:6]2[CH:5]=[C:4]([CH:32]=[CH:31][CH:30]=2)[C:1]([NH2:2])=[O:3])[CH2:13][C@H:12]2[C@H:14]3[C@H:23]([CH2:24][CH2:25][C@:10]12[CH3:11])[C:22]1[CH:21]=[CH:20][C:19]([CH2:26][OH:27])=[CH:18][C:17]=1[CH2:16][CH2:15]3, predict the reactants needed to synthesize it. The reactants are: [C:1]([C:4]1[CH:5]=[C:6]([CH:30]=[CH:31][CH:32]=1)[CH2:7][C@H:8]1[CH2:13][C@H:12]2[C@H:14]3[C@H:23]([CH2:24][CH2:25][C@:10]2([CH3:11])[C@H:9]1[OH:29])[C:22]1[CH:21]=[CH:20][C:19]([C:26](O)=[O:27])=[CH:18][C:17]=1[CH2:16][CH2:15]3)(=[O:3])[NH2:2].F[P-](F)(F)(F)(F)F.N1(O[P+](N(C)C)(N(C)C)N(C)C)C2C=CC=CC=2N=N1.CCN(C(C)C)C(C)C.[BH4-].[Na+]. (3) Given the product [CH3:8][O:9][C:10]([C:12]1[CH:13]=[C:14]([CH3:40])[C:15]2[O:21][C:20]3[C:22]([Cl:36])=[CH:23][C:24]([N:26]([CH2:2][CH3:3])[CH2:27][CH2:28][N:29]([CH2:41][CH3:42])[CH2:30][C:31]4[O:32][CH:33]=[CH:34][CH:35]=4)=[CH:25][C:19]=3[CH2:18][S:17](=[O:38])(=[O:37])[C:16]=2[CH:39]=1)=[O:11], predict the reactants needed to synthesize it. The reactants are: F[C:2](F)(F)[C:3](O)=O.[CH3:8][O:9][C:10]([C:12]1[CH:13]=[C:14]([CH3:40])[C:15]2[O:21][C:20]3[C:22]([Cl:36])=[CH:23][C:24]([NH:26][CH2:27][CH2:28][NH:29][CH2:30][C:31]4[O:32][CH:33]=[CH:34][CH:35]=4)=[CH:25][C:19]=3[CH2:18][S:17](=[O:38])(=[O:37])[C:16]=2[CH:39]=1)=[O:11].[CH:41](=O)[CH3:42].C([BH3-])#N.[Na+]. (4) Given the product [CH3:18][C:5]1[CH:4]=[C:3]([OH:2])[CH:8]=[CH:7][C:6]=1[N:9]1[CH:13]=[C:12]([C:14]([F:17])([F:16])[F:15])[CH:11]=[N:10]1, predict the reactants needed to synthesize it. The reactants are: C[O:2][C:3]1[CH:8]=[CH:7][C:6]([N:9]2[CH:13]=[C:12]([C:14]([F:17])([F:16])[F:15])[CH:11]=[N:10]2)=[C:5]([CH3:18])[CH:4]=1.B(Br)(Br)Br.